This data is from NCI-60 drug combinations with 297,098 pairs across 59 cell lines. The task is: Regression. Given two drug SMILES strings and cell line genomic features, predict the synergy score measuring deviation from expected non-interaction effect. Drug 1: CC1=C(C=C(C=C1)NC(=O)C2=CC=C(C=C2)CN3CCN(CC3)C)NC4=NC=CC(=N4)C5=CN=CC=C5. Drug 2: C1=NNC2=C1C(=O)NC=N2. Cell line: RXF 393. Synergy scores: CSS=-0.00500, Synergy_ZIP=0.488, Synergy_Bliss=0.986, Synergy_Loewe=-0.663, Synergy_HSA=-0.839.